From a dataset of Forward reaction prediction with 1.9M reactions from USPTO patents (1976-2016). Predict the product of the given reaction. (1) The product is: [CH3:1][C:2]1[C:10]2[C:9]([NH:11][C:12]3[C:13]([O:18][CH:19]4[CH2:20][CH2:21][O:22][CH2:23][CH2:24]4)=[N:14][CH:15]=[CH:16][CH:17]=3)=[N:8][CH:7]=[N:6][C:5]=2[S:4][C:3]=1[C:25]([OH:27])=[O:26]. Given the reactants [CH3:1][C:2]1[C:10]2[C:9]([NH:11][C:12]3[C:13]([O:18][CH:19]4[CH2:24][CH2:23][O:22][CH2:21][CH2:20]4)=[N:14][CH:15]=[CH:16][CH:17]=3)=[N:8][CH:7]=[N:6][C:5]=2[S:4][C:3]=1[C:25]([O:27]C)=[O:26].CO.[OH-].[Na+].Cl, predict the reaction product. (2) Given the reactants [NH2:1][C:2]1[CH:3]=[C:4]([C:8]2[CH:13]=[CH:12][C:11]([O:14][CH2:15][C@@H:16]([C:37]([O:39][CH3:40])=[O:38])[NH:17][C:18]([C:31]3[CH:36]=[CH:35][CH:34]=[CH:33][CH:32]=3)([C:25]3[CH:30]=[CH:29][CH:28]=[CH:27][CH:26]=3)[C:19]3[CH:24]=[CH:23][CH:22]=[CH:21][CH:20]=3)=[CH:10][CH:9]=2)[CH:5]=[CH:6][CH:7]=1.[CH2:41]([O:43][C:44]1[C:45](=O)[C:46](=[O:51])[C:47]=1[O:48]CC)[CH3:42], predict the reaction product. The product is: [CH2:41]([O:43][C:44]1[C:47](=[O:48])[C:46](=[O:51])[C:45]=1[NH:1][C:2]1[CH:3]=[C:4]([C:8]2[CH:9]=[CH:10][C:11]([O:14][CH2:15][C@@H:16]([C:37]([O:39][CH3:40])=[O:38])[NH:17][C:18]([C:19]3[CH:24]=[CH:23][CH:22]=[CH:21][CH:20]=3)([C:31]3[CH:32]=[CH:33][CH:34]=[CH:35][CH:36]=3)[C:25]3[CH:26]=[CH:27][CH:28]=[CH:29][CH:30]=3)=[CH:12][CH:13]=2)[CH:5]=[CH:6][CH:7]=1)[CH3:42].